From a dataset of Reaction yield outcomes from USPTO patents with 853,638 reactions. Predict the reaction yield, written as a fraction of the theoretical maximum amount of product (1.0 means a 100% yield; for example, 0.34 means a 34% yield). The reactants are [CH:1]1([CH2:4][N:5]([S:25]([C:28]2[CH:33]=[CH:32][CH:31]=[CH:30][N:29]=2)(=[O:27])=[O:26])[C:6]2[CH:7]=[C:8]([O:20][CH2:21][CH2:22][O:23][CH3:24])[CH:9]=[C:10]3[C:14]=2[NH:13][C:12]([C:15]([O:17]CC)=[O:16])=[CH:11]3)[CH2:3][CH2:2]1.C(O)C.[OH-].[Na+]. The catalyst is O1CCCC1. The product is [CH:1]1([CH2:4][N:5]([S:25]([C:28]2[CH:33]=[CH:32][CH:31]=[CH:30][N:29]=2)(=[O:27])=[O:26])[C:6]2[CH:7]=[C:8]([O:20][CH2:21][CH2:22][O:23][CH3:24])[CH:9]=[C:10]3[C:14]=2[NH:13][C:12]([C:15]([OH:17])=[O:16])=[CH:11]3)[CH2:3][CH2:2]1. The yield is 0.990.